Dataset: Reaction yield outcomes from USPTO patents with 853,638 reactions. Task: Predict the reaction yield, written as a fraction of the theoretical maximum amount of product (1.0 means a 100% yield; for example, 0.34 means a 34% yield). (1) The reactants are Br[CH2:2][CH2:3][OH:4].[CH3:5][O:6][C:7]1[CH:8]=[C:9]2[C:14](=[CH:15][C:16]=1[OH:17])[N:13]=[CH:12][CH:11]=[C:10]2[O:18][C:19]1[C:20]([CH3:29])=[N:21][C:22]2[C:27]([CH:28]=1)=[CH:26][CH:25]=[CH:24][CH:23]=2.C(=O)([O-])[O-].[K+].[K+].O. The catalyst is CN(C)C=O. The product is [CH3:5][O:6][C:7]1[CH:8]=[C:9]2[C:14](=[CH:15][C:16]=1[O:17][CH2:2][CH2:3][OH:4])[N:13]=[CH:12][CH:11]=[C:10]2[O:18][C:19]1[C:20]([CH3:29])=[N:21][C:22]2[C:27]([CH:28]=1)=[CH:26][CH:25]=[CH:24][CH:23]=2. The yield is 0.450. (2) The reactants are [CH3:1][N:2]1[C:6]([C:7]2[CH:8]=[CH:9][C:10]3[NH:19][C:18](=O)[O:17][C:13]4([CH2:16][CH2:15][CH2:14]4)[C:11]=3[CH:12]=2)=[CH:5][CH:4]=[C:3]1[C:21]#[N:22].COC1C=CC(P2(SP(C3C=CC(OC)=CC=3)(=S)S2)=[S:32])=CC=1.C(=O)([O-])[O-].[Na+].[Na+]. The catalyst is C1(C)C=CC=CC=1. The product is [CH3:1][N:2]1[C:6]([C:7]2[CH:8]=[CH:9][C:10]3[NH:19][C:18](=[S:32])[O:17][C:13]4([CH2:16][CH2:15][CH2:14]4)[C:11]=3[CH:12]=2)=[CH:5][CH:4]=[C:3]1[C:21]#[N:22]. The yield is 0.490. (3) The reactants are [N+:1]([C:4]1[CH:10]=[CH:9][C:8]([C:11]2[S:12][CH:13]=[CH:14][CH:15]=2)=[CH:7][C:5]=1[NH2:6])([O-:3])=[O:2].Cl[C:17](Cl)([O:19]C(=O)OC(Cl)(Cl)Cl)Cl.[NH2:28][CH2:29][CH:30]1[CH2:35][CH2:34][N:33]([C:36]([O:38][C:39]([CH3:42])([CH3:41])[CH3:40])=[O:37])[CH2:32][CH2:31]1. The catalyst is ClCCl. The product is [N+:1]([C:4]1[CH:10]=[CH:9][C:8]([C:11]2[S:12][CH:13]=[CH:14][CH:15]=2)=[CH:7][C:5]=1[NH:6][C:17](=[O:19])[NH:28][CH2:29][CH:30]1[CH2:35][CH2:34][N:33]([C:36]([O:38][C:39]([CH3:42])([CH3:41])[CH3:40])=[O:37])[CH2:32][CH2:31]1)([O-:3])=[O:2]. The yield is 0.250. (4) The product is [Cl:32][C:24]1[CH:23]=[C:22]([C:21]2[N:20]=[C:10]([C:8]3[CH:7]=[CH:6][C:5]([C:13]4[CH:18]=[CH:17][CH:16]=[CH:15][C:14]=4[CH3:19])=[C:4]([CH2:3][O:2][CH3:1])[CH:9]=3)[O:12][N:33]=2)[CH:31]=[CH:30][C:25]=1[C:26]([O:28][CH3:29])=[O:27]. No catalyst specified. The reactants are [CH3:1][O:2][CH2:3][C:4]1[CH:9]=[C:8]([C:10]([OH:12])=O)[CH:7]=[CH:6][C:5]=1[C:13]1[CH:18]=[CH:17][CH:16]=[CH:15][C:14]=1[CH3:19].[NH2:20][C:21](=[N:33]O)[C:22]1[CH:31]=[CH:30][C:25]([C:26]([O:28][CH3:29])=[O:27])=[C:24]([Cl:32])[CH:23]=1. The yield is 0.820. (5) The reactants are [OH:1][C@@H:2]1[C:7]2([CH2:9][CH2:8]2)[O:6][C@@H:5]([C:10]2[CH:15]=[CH:14][N:13]=[CH:12][C:11]=2[N+:16]([O-:18])=[O:17])[CH2:4][C:3]1=[O:19].N1C=CN=C1.[CH3:25][C:26]([Si:29](Cl)([CH3:31])[CH3:30])([CH3:28])[CH3:27]. The catalyst is CN(C=O)C.CCOC(C)=O. The product is [Si:29]([O:1][C@@H:2]1[C:7]2([CH2:8][CH2:9]2)[O:6][C@@H:5]([C:10]2[CH:15]=[CH:14][N:13]=[CH:12][C:11]=2[N+:16]([O-:18])=[O:17])[CH2:4][C:3]1=[O:19])([C:26]([CH3:28])([CH3:27])[CH3:25])([CH3:31])[CH3:30]. The yield is 0.540. (6) The reactants are [C:1]([O:5][CH2:6][CH3:7])(=[O:4])[C:2]#[CH:3].C[Si]([CH:12]=[N+:13]=[N-:14])(C)C.O. The catalyst is C1COCC1. The product is [CH2:6]([O:5][C:1]([C:2]1[CH:3]=[CH:12][NH:13][N:14]=1)=[O:4])[CH3:7]. The yield is 0.940. (7) The reactants are S(Cl)(Cl)=O.[OH:5][C:6]1[CH:7]=[C:8]([CH:12]=[C:13]([N+:16]([O-:18])=[O:17])[C:14]=1[OH:15])[C:9]([OH:11])=[O:10].[CH3:19]O. No catalyst specified. The product is [OH:5][C:6]1[CH:7]=[C:8]([CH:12]=[C:13]([N+:16]([O-:18])=[O:17])[C:14]=1[OH:15])[C:9]([O:11][CH3:19])=[O:10]. The yield is 0.714.